From a dataset of Reaction yield outcomes from USPTO patents with 853,638 reactions. Predict the reaction yield, written as a fraction of the theoretical maximum amount of product (1.0 means a 100% yield; for example, 0.34 means a 34% yield). The yield is 0.900. The catalyst is CC#N.ClCCl.O. The reactants are Cl[CH2:2][C:3]([C:5]1[CH:10]=[CH:9][C:8]([C:11]#[N:12])=[CH:7][CH:6]=1)=[O:4].[NH:13]1[CH:17]=[CH:16][N:15]=[CH:14]1. The product is [NH:13]1[CH:17]=[CH:16][N:15]=[C:14]1[CH2:2][C:3]([C:5]1[CH:10]=[CH:9][C:8]([C:11]#[N:12])=[CH:7][CH:6]=1)=[O:4].